Dataset: Reaction yield outcomes from USPTO patents with 853,638 reactions. Task: Predict the reaction yield, written as a fraction of the theoretical maximum amount of product (1.0 means a 100% yield; for example, 0.34 means a 34% yield). (1) The reactants are [OH:1][C@H:2]1[CH2:7][CH2:6][C@H:5]([NH:8][C:9]2[CH:16]=[C:15]([N:17]3[C:21]4=[N:22][CH:23]=[CH:24][C:25]([C:26]5[CH:27]=[N:28][C:29]6[C:34]([CH:35]=5)=[CH:33][CH:32]=[CH:31][CH:30]=6)=[C:20]4[C:19]([C:36]([F:39])([F:38])[F:37])=[N:18]3)[CH:14]=[CH:13][C:10]=2[C:11]#[N:12])[CH2:4][CH2:3]1.C([OH:42])C.[OH-].[Na+].OO. The catalyst is CS(C)=O.O.C(OCC)(=O)C. The product is [OH:1][C@H:2]1[CH2:3][CH2:4][C@H:5]([NH:8][C:9]2[CH:16]=[C:15]([N:17]3[C:21]4=[N:22][CH:23]=[CH:24][C:25]([C:26]5[CH:27]=[N:28][C:29]6[C:34]([CH:35]=5)=[CH:33][CH:32]=[CH:31][CH:30]=6)=[C:20]4[C:19]([C:36]([F:39])([F:38])[F:37])=[N:18]3)[CH:14]=[CH:13][C:10]=2[C:11]([NH2:12])=[O:42])[CH2:6][CH2:7]1. The yield is 0.650. (2) The reactants are [CH:1]([O:4][C:5]([N:7]1[CH2:12][CH2:11][CH:10]([O:13][C:14]2[C:19]([CH3:20])=[C:18](Cl)[N:17]=[CH:16][N:15]=2)[CH2:9][CH2:8]1)=[O:6])([CH3:3])[CH3:2].[Cl:22][C:23]1[N:28]=[C:27]([CH3:29])[C:26]([OH:30])=[CH:25][CH:24]=1.C(=O)([O-])[O-].[K+].[K+]. The catalyst is CN(C=O)C. The product is [CH:1]([O:4][C:5]([N:7]1[CH2:12][CH2:11][CH:10]([O:13][C:14]2[C:19]([CH3:20])=[C:18]([O:30][C:26]3[C:27]([CH3:29])=[N:28][C:23]([Cl:22])=[CH:24][CH:25]=3)[N:17]=[CH:16][N:15]=2)[CH2:9][CH2:8]1)=[O:6])([CH3:3])[CH3:2]. The yield is 0.710. (3) The reactants are [C:1]([C:5]1[CH:10]=[C:9]([C:11]2[N:12]=[C:13]([CH2:16][N:17]([CH3:27])C3C=CC(N(C)C)=CC=3)[S:14][CH:15]=2)[CH:8]=[C:7]([C:28]([CH3:31])([CH3:30])[CH3:29])[C:6]=1[OH:32])([CH3:4])([CH3:3])[CH3:2].[N+:33]([C:36]1[CH:43]=[CH:42][C:39](C=O)=[CH:38][CH:37]=1)([O-:35])=[O:34].CO.[BH4-].[Na+]. The catalyst is O. The product is [C:1]([C:5]1[CH:10]=[C:9]([C:11]2[N:12]=[C:13]([CH2:16][NH:17][CH2:27][C:39]3[CH:42]=[CH:43][C:36]([N+:33]([O-:35])=[O:34])=[CH:37][CH:38]=3)[S:14][CH:15]=2)[CH:8]=[C:7]([C:28]([CH3:31])([CH3:30])[CH3:29])[C:6]=1[OH:32])([CH3:3])([CH3:4])[CH3:2]. The yield is 0.550. (4) The reactants are [NH2:1][C:2]1[CH:3]=[C:4]([CH:13]=[CH:14][CH:15]=1)[C:5]([C:7]1[CH:12]=[CH:11][CH:10]=[CH:9][CH:8]=1)=[O:6].[N:16]#[C:17][NH2:18].[N+:19]([O-:22])([OH:21])=[O:20].CCOCC. The catalyst is C(O)C. The product is [N+:19]([O-:22])([O-:21])=[O:20].[C:5]([C:4]1[CH:3]=[C:2]([NH:1][C:17]([NH2:18])=[NH2+:16])[CH:15]=[CH:14][CH:13]=1)(=[O:6])[C:7]1[CH:12]=[CH:11][CH:10]=[CH:9][CH:8]=1. The yield is 0.410. (5) The reactants are [C:1]([C:3]1[CH:4]=[C:5]2[C:9](=[CH:10][CH:11]=1)[NH:8][CH:7]=[CH:6]2)#[N:2].[CH3:12][C:13]([O:16][C:17](O[C:17]([O:16][C:13]([CH3:15])([CH3:14])[CH3:12])=[O:18])=[O:18])([CH3:15])[CH3:14]. The catalyst is CC#N.CN(C1C=CN=CC=1)C. The product is [C:1]([C:3]1[CH:4]=[C:5]2[C:9](=[CH:10][CH:11]=1)[N:8]([C:17]([O:16][C:13]([CH3:15])([CH3:14])[CH3:12])=[O:18])[CH:7]=[CH:6]2)#[N:2]. The yield is 0.900. (6) The reactants are [N:1]1[CH:6]=[CH:5][CH:4]=[CH:3][C:2]=1[C:7]1[CH:12]=[CH:11][C:10]([S:13]([N:16]2[CH2:21][CH2:20][CH:19]([C:22]([O:24]C)=[O:23])[CH2:18][CH2:17]2)(=[O:15])=[O:14])=[CH:9][CH:8]=1. The catalyst is Cl. The yield is 0.440. The product is [N:1]1[CH:6]=[CH:5][CH:4]=[CH:3][C:2]=1[C:7]1[CH:8]=[CH:9][C:10]([S:13]([N:16]2[CH2:21][CH2:20][CH:19]([C:22]([OH:24])=[O:23])[CH2:18][CH2:17]2)(=[O:15])=[O:14])=[CH:11][CH:12]=1. (7) The reactants are Br[C:2]1[CH:3]=[C:4]([CH3:28])[C:5]([N:8]2[C:14]3=[N:15][C:16]4[C:21]([Cl:22])=[CH:20][CH:19]=[C:18]([CH:23]([CH2:26][CH3:27])[CH2:24][CH3:25])[C:17]=4[N:13]3[CH2:12][CH2:11][CH2:10][CH2:9]2)=[N:6][CH:7]=1.[CH3:29][S:30]([O-:32])=[O:31].[Na+]. The catalyst is CN1CCCC1=O.C(OCC)(=O)C.[Cu]I. The product is [Cl:22][C:21]1[C:16]2[N:15]=[C:14]3[N:8]([C:5]4[C:4]([CH3:28])=[CH:3][C:2]([S:30]([CH3:29])(=[O:32])=[O:31])=[CH:7][N:6]=4)[CH2:9][CH2:10][CH2:11][CH2:12][N:13]3[C:17]=2[C:18]([CH:23]([CH2:26][CH3:27])[CH2:24][CH3:25])=[CH:19][CH:20]=1. The yield is 0.360. (8) The reactants are [NH:1]1[C:11]2[C:6](=[CH:7][CH:8]=[CH:9][CH:10]=2)[C:4](=[O:5])[C:2]1=[O:3].[H-].[Na+].Br[CH2:15][CH2:16][CH2:17][CH2:18][CH3:19]. The catalyst is CN(C)C=O. The product is [CH2:15]([N:1]1[C:11]2[C:6](=[CH:7][CH:8]=[CH:9][CH:10]=2)[C:4](=[O:5])[C:2]1=[O:3])[CH2:16][CH2:17][CH2:18][CH3:19]. The yield is 0.990. (9) The reactants are [F:1][C:2]([F:17])([F:16])[C:3]1[CH:8]=[CH:7][C:6]([C:9]2[C:13]([CH2:14]O)=[CH:12][O:11][N:10]=2)=[CH:5][CH:4]=1.S(Cl)([Cl:20])=O. No catalyst specified. The product is [Cl:20][CH2:14][C:13]1[C:9]([C:6]2[CH:7]=[CH:8][C:3]([C:2]([F:17])([F:16])[F:1])=[CH:4][CH:5]=2)=[N:10][O:11][CH:12]=1. The yield is 0.950. (10) The reactants are C[N:2](C)[C:3](=[N:5][C:6]([C:8]1[C:9]([O:16][CH3:17])=[N:10][CH:11]=[N:12][C:13]=1[O:14][CH3:15])=[O:7])[CH3:4].Cl.NO.[OH-].[Na+].CC(O)=O. The catalyst is O1CCOCC1.O. The product is [CH3:17][O:16][C:9]1[C:8]([C:6]2[O:7][N:2]=[C:3]([CH3:4])[N:5]=2)=[C:13]([O:14][CH3:15])[N:12]=[CH:11][N:10]=1. The yield is 0.847.